Predict the reaction yield, written as a fraction of the theoretical maximum amount of product (1.0 means a 100% yield; for example, 0.34 means a 34% yield). From a dataset of Reaction yield outcomes from USPTO patents with 853,638 reactions. (1) The reactants are Br[C:2]1[CH:7]=[CH:6][C:5]([CH:8]2[C:12]3[C:13]([CH3:19])=[CH:14][C:15]([CH3:18])=[C:16]([CH3:17])[C:11]=3[O:10][CH2:9]2)=[CH:4][CH:3]=1.[CH3:20][OH:21]. No catalyst specified. The product is [CH:20]([C:2]1[CH:7]=[CH:6][C:5]([CH:8]2[C:12]3[C:13]([CH3:19])=[CH:14][C:15]([CH3:18])=[C:16]([CH3:17])[C:11]=3[O:10][CH2:9]2)=[CH:4][CH:3]=1)=[O:21]. The yield is 0.730. (2) The catalyst is ClCCl. The yield is 0.250. The product is [F:17][C:18]1[CH:23]=[C:22]([CH:21]=[CH:20][CH:19]=1)[O:13][C:10]1[CH:11]=[CH:12][C:7]([B:5]2[O:4][C:3]([CH3:15])([CH3:14])[C:2]([CH3:16])([CH3:1])[O:6]2)=[CH:8][CH:9]=1. The reactants are [CH3:1][C:2]1([CH3:16])[O:6][B:5]([C:7]2[CH:12]=[CH:11][C:10]([OH:13])=[CH:9][CH:8]=2)[O:4][C:3]1([CH3:15])[CH3:14].[F:17][C:18]1[CH:19]=[C:20](B(O)O)[CH:21]=[CH:22][CH:23]=1.C(N(CC)CC)C. (3) The reactants are [C:1]([O:5][C:6]([NH:8][CH2:9][C:10]1[CH:20]=[CH:19][C:13]([O:14][CH2:15][C:16]([OH:18])=O)=[C:12]([CH:21]2[CH2:26][CH2:25][N:24]([C:27]([C:29]3[C:37]4[C:32](=[C:33]([CH3:38])[CH:34]=[CH:35][CH:36]=4)[N:31]([CH2:39][CH2:40][O:41][CH3:42])[CH:30]=3)=[O:28])[CH2:23][CH2:22]2)[CH:11]=1)=[O:7])([CH3:4])([CH3:3])[CH3:2].C[CH2:44][N:45](C(C)C)C(C)C.CN.CCN=C=NCCCN(C)C. The catalyst is C(Cl)Cl. The product is [C:1]([O:5][C:6](=[O:7])[NH:8][CH2:9][C:10]1[CH:20]=[CH:19][C:13]([O:14][CH2:15][C:16](=[O:18])[NH:45][CH3:44])=[C:12]([CH:21]2[CH2:22][CH2:23][N:24]([C:27]([C:29]3[C:37]4[C:32](=[C:33]([CH3:38])[CH:34]=[CH:35][CH:36]=4)[N:31]([CH2:39][CH2:40][O:41][CH3:42])[CH:30]=3)=[O:28])[CH2:25][CH2:26]2)[CH:11]=1)([CH3:3])([CH3:2])[CH3:4]. The yield is 0.220. (4) The reactants are [C:1]([O:5][C:6](=[O:15])[NH:7][C@@H:8]([CH2:13][OH:14])[C:9]([CH3:12])([CH3:11])[CH3:10])([CH3:4])([CH3:3])[CH3:2].I[CH3:17]. The catalyst is C(#N)C.[Ag]=O. The product is [C:1]([O:5][C:6](=[O:15])[NH:7][C@@H:8]([CH2:13][O:14][CH3:17])[C:9]([CH3:12])([CH3:11])[CH3:10])([CH3:4])([CH3:2])[CH3:3]. The yield is 0.690. (5) The reactants are C([O:3][C:4]([C:6]1[CH:7]=[C:8]2[C:13](=[CH:14][CH:15]=1)[NH:12][CH:11]([C:16]1[CH:21]=[C:20]([N:22]3[CH2:27][CH2:26][O:25][CH2:24][CH2:23]3)[C:19]([F:28])=[CH:18][CH:17]=1)[C:10]([CH3:30])([CH3:29])[CH2:9]2)=[O:5])C.O.[OH-].[Li+].O.Cl. The catalyst is O1CCCC1. The product is [F:28][C:19]1[CH:18]=[CH:17][C:16]([CH:11]2[C:10]([CH3:29])([CH3:30])[CH2:9][C:8]3[C:13](=[CH:14][CH:15]=[C:6]([C:4]([OH:5])=[O:3])[CH:7]=3)[NH:12]2)=[CH:21][C:20]=1[N:22]1[CH2:27][CH2:26][O:25][CH2:24][CH2:23]1. The yield is 0.570.